From a dataset of Catalyst prediction with 721,799 reactions and 888 catalyst types from USPTO. Predict which catalyst facilitates the given reaction. (1) Reactant: [ClH:1].O1CCOCC1.C(OC([N:15]1[CH2:20][CH2:19][N:18]([CH2:21][CH2:22][F:23])[CH2:17][CH2:16]1)=O)(C)(C)C. Product: [ClH:1].[ClH:1].[F:23][CH2:22][CH2:21][N:18]1[CH2:19][CH2:20][NH:15][CH2:16][CH2:17]1. The catalyst class is: 4. (2) Reactant: [F:1][C:2]1[CH:3]=[C:4]2[C:8](=[CH:9][CH:10]=1)[N:7]([CH3:11])[C:6]([C:12]([NH:14][C@H:15]([C:19]([NH:21][CH:22]([CH:31]([OH:44])[CH2:32][O:33][C:34]1[C:39]([F:40])=[C:38]([F:41])[CH:37]=[C:36]([F:42])[C:35]=1[F:43])[CH2:23][C:24]([O:26][C:27]([CH3:30])([CH3:29])[CH3:28])=[O:25])=[O:20])[CH:16]([CH3:18])[CH3:17])=[O:13])=[CH:5]2.CC(OI1(OC(C)=O)(OC(C)=O)OC(=O)C2C=CC=CC1=2)=O. Product: [F:1][C:2]1[CH:3]=[C:4]2[C:8](=[CH:9][CH:10]=1)[N:7]([CH3:11])[C:6]([C:12]([NH:14][C@H:15]([C:19]([NH:21][CH:22]([C:31](=[O:44])[CH2:32][O:33][C:34]1[C:39]([F:40])=[C:38]([F:41])[CH:37]=[C:36]([F:42])[C:35]=1[F:43])[CH2:23][C:24]([O:26][C:27]([CH3:29])([CH3:30])[CH3:28])=[O:25])=[O:20])[CH:16]([CH3:17])[CH3:18])=[O:13])=[CH:5]2. The catalyst class is: 2. (3) Reactant: [CH3:1][C:2]1[CH:7]=[CH:6][C:5]([S:8]([N:11]2[C:17]3[CH:18]=[CH:19][CH:20]=[CH:21][C:16]=3[C:15](=[O:22])[CH:14]([C:23]([O:25][CH2:26][CH3:27])=[O:24])[CH2:13][CH2:12]2)(=[O:10])=[O:9])=[CH:4][CH:3]=1.C([O-])([O-])=O.[K+].[K+].Br[CH2:35][CH2:36][CH2:37][C:38]([O:40][CH2:41][CH3:42])=[O:39]. Product: [CH2:26]([O:25][C:23]([C:14]1([CH2:35][CH2:36][CH2:37][C:38]([O:40][CH2:41][CH3:42])=[O:39])[CH2:13][CH2:12][N:11]([S:8]([C:5]2[CH:4]=[CH:3][C:2]([CH3:1])=[CH:7][CH:6]=2)(=[O:10])=[O:9])[C:17]2[CH:18]=[CH:19][CH:20]=[CH:21][C:16]=2[C:15]1=[O:22])=[O:24])[CH3:27]. The catalyst class is: 39. (4) Reactant: [Cl:1][C:2]1[CH:3]=[C:4]2[C:8](=[CH:9][CH:10]=1)[N:7]([CH2:11][CH2:12][S:13]([CH3:16])(=[O:15])=[O:14])[C:6]([CH2:17]Cl)=[CH:5]2.C(=O)([O-])[O-].[Cs+].[Cs+].[NH:25]1[C:33]2[CH:32]=[CH:31][N:30]=[CH:29][C:28]=2[C:27]2([CH2:35][CH2:34]2)[C:26]1=[O:36]. Product: [Cl:1][C:2]1[CH:3]=[C:4]2[C:8](=[CH:9][CH:10]=1)[N:7]([CH2:11][CH2:12][S:13]([CH3:16])(=[O:15])=[O:14])[C:6]([CH2:17][N:25]1[C:33]3[CH:32]=[CH:31][N:30]=[CH:29][C:28]=3[C:27]3([CH2:34][CH2:35]3)[C:26]1=[O:36])=[CH:5]2. The catalyst class is: 9. (5) Reactant: [NH2:1][C:2]1[CH:3]=[C:4]([OH:9])[CH:5]=[CH:6][C:7]=1[F:8].C(N(CC)CC)C.[CH3:17][N:18]1[C:22]([C:23](Cl)=[O:24])=[CH:21][C:20]([CH3:26])=[N:19]1. Product: [F:8][C:7]1[CH:6]=[CH:5][C:4]([OH:9])=[CH:3][C:2]=1[NH:1][C:23]([C:22]1[N:18]([CH3:17])[N:19]=[C:20]([CH3:26])[CH:21]=1)=[O:24]. The catalyst class is: 30. (6) Reactant: CC(OC(=O)[NH:7][CH2:8][CH2:9][CH2:10][CH:11]([NH:16][C:17]1[CH:22]=[C:21]([C:23]([F:26])([F:25])[F:24])[CH:20]=[CH:19][C:18]=1[C:27]#[N:28])[CH2:12][CH:13]([CH3:15])[CH3:14])(C)C.Cl.[C:31]([OH:38])(=[O:37])/[CH:32]=[CH:33]/[C:34]([OH:36])=[O:35].C(O)C. Product: [C:31]([OH:38])(=[O:37])/[CH:32]=[CH:33]/[C:34]([OH:36])=[O:35].[NH2:7][CH2:8][CH2:9][CH2:10][CH:11]([NH:16][C:17]1[CH:22]=[C:21]([C:23]([F:24])([F:25])[F:26])[CH:20]=[CH:19][C:18]=1[C:27]#[N:28])[CH2:12][CH:13]([CH3:15])[CH3:14]. The catalyst class is: 12.